This data is from Forward reaction prediction with 1.9M reactions from USPTO patents (1976-2016). The task is: Predict the product of the given reaction. Given the reactants C([Li])CCC.Br[C:7]1[CH:8]=[N:9][C:10]2[C:15]([CH:16]=1)=[CH:14][CH:13]=[CH:12][CH:11]=2.[Cl:17][C:18]1[CH:23]=[CH:22][C:21]([C:24]2([C:27]#N)[CH2:26][CH2:25]2)=[CH:20][CH:19]=1.[OH2:29], predict the reaction product. The product is: [Cl:17][C:18]1[CH:23]=[CH:22][C:21]([C:24]2([C:27]([C:7]3[CH:8]=[N:9][C:10]4[C:15]([CH:16]=3)=[CH:14][CH:13]=[CH:12][CH:11]=4)=[O:29])[CH2:26][CH2:25]2)=[CH:20][CH:19]=1.